Predict the product of the given reaction. From a dataset of Forward reaction prediction with 1.9M reactions from USPTO patents (1976-2016). (1) Given the reactants Cl[C:2]1[C:11]([N:12]([CH:14]([CH3:16])[CH3:15])[CH3:13])=[N:10][C:9]2[C:4](=[CH:5][CH:6]=[C:7]([C:17]([O:19][CH3:20])=[O:18])[CH:8]=2)[N:3]=1.[CH3:21][N:22]1[C:30]2[C:25](=[CH:26][CH:27]=[C:28](B(O)O)[CH:29]=2)[CH:24]=[N:23]1.[O-]P([O-])([O-])=O.[K+].[K+].[K+], predict the reaction product. The product is: [CH:14]([N:12]([CH3:13])[C:11]1[C:2]([C:28]2[CH:29]=[C:30]3[C:25]([CH:24]=[N:23][N:22]3[CH3:21])=[CH:26][CH:27]=2)=[N:3][C:4]2[C:9]([N:10]=1)=[CH:8][C:7]([C:17]([O:19][CH3:20])=[O:18])=[CH:6][CH:5]=2)([CH3:16])[CH3:15]. (2) Given the reactants [Br:1][C:2]1[CH:30]=[CH:29][C:5]([CH2:6][N:7]2[C:12](=[O:13])[C:11]([C:14]([NH:16][CH2:17][C:18]([O:20]C(C)(C)C)=[O:19])=[O:15])=[C:10]([OH:25])[C:9]3[CH2:26][S:27][CH2:28][C:8]2=3)=[CH:4][CH:3]=1.C(O)(C(F)(F)F)=O, predict the reaction product. The product is: [Br:1][C:2]1[CH:3]=[CH:4][C:5]([CH2:6][N:7]2[C:12](=[O:13])[C:11]([C:14]([NH:16][CH2:17][C:18]([OH:20])=[O:19])=[O:15])=[C:10]([OH:25])[C:9]3[CH2:26][S:27][CH2:28][C:8]2=3)=[CH:29][CH:30]=1. (3) Given the reactants N(OCCC(C)C)=O.[CH2:9]([O:16][C:17]1[CH:18]=[C:19]([CH:42]=[CH:43][CH:44]=1)[O:20][C:21]1[CH:27]=[C:26]([N:28]2[C:33](=[O:34])[CH:32]=[C:31]([C:35]([F:38])([F:37])[F:36])[N:30]([CH3:39])[C:29]2=[O:40])[C:25]([F:41])=[CH:24][C:22]=1N)[C:10]1[CH:15]=[CH:14][CH:13]=[CH:12][CH:11]=1.[ClH:45], predict the reaction product. The product is: [Cl:45][C:22]1[CH:24]=[C:25]([F:41])[C:26]([N:28]2[C:33](=[O:34])[CH:32]=[C:31]([C:35]([F:38])([F:37])[F:36])[N:30]([CH3:39])[C:29]2=[O:40])=[CH:27][C:21]=1[O:20][C:19]1[CH:18]=[C:17]([CH:44]=[CH:43][CH:42]=1)[O:16][CH2:9][C:10]1[CH:15]=[CH:14][CH:13]=[CH:12][CH:11]=1. (4) Given the reactants Cl[C:2]1[N:7]=[CH:6][C:5]2[O:8][C:9]3[C:14]([C:15]4([CH2:21][CH2:20][O:19][CH2:18][C:17]([NH2:22])=[N:16]4)[C:4]=2[CH:3]=1)=[CH:13][C:12]([C:23]1[C:24]([F:29])=[N:25][CH:26]=[CH:27][CH:28]=1)=[CH:11][CH:10]=3.P([O-])([O-])([O-])=O.[K+].[K+].[K+].[F:38][C:39]1[CH:44]=[C:43](B(O)O)[CH:42]=[CH:41][N:40]=1.O1CCOCC1, predict the reaction product. The product is: [F:29][C:24]1[C:23]([C:12]2[CH:13]=[C:14]3[C@:15]4([CH2:21][CH2:20][O:19][CH2:18][C:17]([NH2:22])=[N:16]4)[C:4]4[CH:3]=[C:2]([C:43]5[CH:42]=[CH:41][N:40]=[C:39]([F:38])[CH:44]=5)[N:7]=[CH:6][C:5]=4[O:8][C:9]3=[CH:10][CH:11]=2)=[CH:28][CH:27]=[CH:26][N:25]=1. (5) Given the reactants [Cl:1][C:2]1[CH:7]=[CH:6][CH:5]=[CH:4][C:3]=1[N:8]1[C:12]([C:13]2[S:14][C:15]([C:18]3[CH:23]=[CH:22][CH:21]=[C:20]([S:24]([CH3:27])(=[O:26])=[O:25])[CH:19]=3)=[N:16][N:17]=2)=[CH:11][C:10]([C:28]([O:30]C)=[O:29])=[N:9]1.[OH-].[Li+], predict the reaction product. The product is: [Cl:1][C:2]1[CH:7]=[CH:6][CH:5]=[CH:4][C:3]=1[N:8]1[C:12]([C:13]2[S:14][C:15]([C:18]3[CH:23]=[CH:22][CH:21]=[C:20]([S:24]([CH3:27])(=[O:26])=[O:25])[CH:19]=3)=[N:16][N:17]=2)=[CH:11][C:10]([C:28]([OH:30])=[O:29])=[N:9]1. (6) Given the reactants C(OC([N:11]1[CH2:20][CH2:19][C:18]2[C:13](=[C:14]([C:22]3[CH:27]=[C:26]([CH2:28][C:29]([O:31][CH2:32][CH3:33])=[O:30])[CH:25]=[CH:24][C:23]=3[O:34][CH:35]([CH3:37])[CH3:36])[CH:15]=[CH:16][C:17]=2[F:21])[CH2:12]1)=O)C1C=CC=CC=1, predict the reaction product. The product is: [CH2:32]([O:31][C:29](=[O:30])[CH2:28][C:26]1[CH:25]=[CH:24][C:23]([O:34][CH:35]([CH3:37])[CH3:36])=[C:22]([C:14]2[CH:15]=[CH:16][C:17]([F:21])=[C:18]3[C:13]=2[CH2:12][NH:11][CH2:20][CH2:19]3)[CH:27]=1)[CH3:33]. (7) Given the reactants [H-].[Al+3].[Li+].[H-].[H-].[H-].[F:7][C:8]1[CH:9]=[C:10]([NH:14][C:15]2[N:20]=[C:19]([NH:21][CH2:22][CH2:23][CH3:24])[C:18]([C:25](OCC)=[O:26])=[CH:17][N:16]=2)[CH:11]=[CH:12][CH:13]=1.C(OCC)(=O)C, predict the reaction product. The product is: [F:7][C:8]1[CH:9]=[C:10]([NH:14][C:15]2[N:20]=[C:19]([NH:21][CH2:22][CH2:23][CH3:24])[C:18]([CH2:25][OH:26])=[CH:17][N:16]=2)[CH:11]=[CH:12][CH:13]=1. (8) Given the reactants [CH2:1]([N:3]([C:12](=[O:25])[C:13]1[CH:18]=[C:17]([CH3:19])[CH:16]=[CH:15][C:14]=1[N:20]1[N:24]=[CH:23][CH:22]=[N:21]1)[C@@H:4]([CH3:11])[CH2:5][C:6]([O:8]CC)=[O:7])[CH3:2].[OH-].[Na+].CCOC(C)=O, predict the reaction product. The product is: [CH2:1]([N:3]([C:12](=[O:25])[C:13]1[CH:18]=[C:17]([CH3:19])[CH:16]=[CH:15][C:14]=1[N:20]1[N:21]=[CH:22][CH:23]=[N:24]1)[C@@H:4]([CH3:11])[CH2:5][C:6]([OH:8])=[O:7])[CH3:2]. (9) Given the reactants Br[C:2]1[CH:3]=[C:4]([CH:10]=[C:11]([C:29]([F:32])([F:31])[F:30])[C:12]=1[CH2:13][N:14]1[CH2:19][CH2:18][CH2:17][C@H:16]([N:20]([CH3:28])[C:21]([O:23][C:24]([CH3:27])([CH3:26])[CH3:25])=[O:22])[CH2:15]1)[C:5]([O:7][CH2:8][CH3:9])=[O:6].[B-](F)(F)(F)[CH:34]=[CH2:35].[K+], predict the reaction product. The product is: [CH:34]([C:2]1[CH:3]=[C:4]([CH:10]=[C:11]([C:29]([F:32])([F:31])[F:30])[C:12]=1[CH2:13][N:14]1[CH2:19][CH2:18][CH2:17][C@H:16]([N:20]([CH3:28])[C:21]([O:23][C:24]([CH3:27])([CH3:26])[CH3:25])=[O:22])[CH2:15]1)[C:5]([O:7][CH2:8][CH3:9])=[O:6])=[CH2:35]. (10) Given the reactants [CH2:1]([N:28]1[C:32]([CH3:34])([CH3:33])[C:31](=[O:35])[N:30]([C:36]2[CH:41]=[CH:40][C:39]([N+:42]([O-])=O)=[C:38]([C:45]([F:48])([F:47])[F:46])[CH:37]=2)[C:29]1=[O:49])[CH2:2][CH2:3][CH2:4][CH2:5][N:6]1[C:10]([CH3:12])([CH3:11])[C:9](=[O:13])[N:8]([C:14]2[CH:19]=[CH:18][C:17]([N+:20]([O-])=O)=[C:16]([C:23]([F:26])([F:25])[F:24])[CH:15]=2)[C:7]1=[O:27].Cl[Sn]Cl.C([O-])([O-])=O.[Na+].[Na+], predict the reaction product. The product is: [CH2:5]([N:6]1[C:10]([CH3:12])([CH3:11])[C:9](=[O:13])[N:8]([C:14]2[CH:19]=[CH:18][C:17]([NH2:20])=[C:16]([C:23]([F:26])([F:25])[F:24])[CH:15]=2)[C:7]1=[O:27])[CH2:4][CH2:3][CH2:2][CH2:1][N:28]1[C:32]([CH3:34])([CH3:33])[C:31](=[O:35])[N:30]([C:36]2[CH:41]=[CH:40][C:39]([NH2:42])=[C:38]([C:45]([F:46])([F:47])[F:48])[CH:37]=2)[C:29]1=[O:49].